The task is: Predict the reactants needed to synthesize the given product.. This data is from Full USPTO retrosynthesis dataset with 1.9M reactions from patents (1976-2016). (1) Given the product [C:22]([N:29]1[CH2:33][CH2:32][CH:31]([S:34][C:35]([C:42]2[CH:47]=[CH:46][CH:45]=[CH:44][CH:43]=2)([C:48]2[CH:49]=[CH:50][CH:51]=[CH:52][CH:53]=2)[C:36]2[CH:41]=[CH:40][CH:39]=[CH:38][CH:37]=2)[CH:30]1[C:54]([N:2]1[C:6]2[CH:7]=[CH:8][CH:9]=[CH:10][C:5]=2[N:4]=[N:3]1)=[O:55])([O:24][C:25]([CH3:28])([CH3:27])[CH3:26])=[O:23], predict the reactants needed to synthesize it. The reactants are: O[N:2]1[C:6]2[CH:7]=[CH:8][CH:9]=[CH:10][C:5]=2[N:4]=[N:3]1.C(Cl)CCl.CN1CCOCC1.[C:22]([N:29]1[CH2:33][CH2:32][CH:31]([S:34][C:35]([C:48]2[CH:53]=[CH:52][CH:51]=[CH:50][CH:49]=2)([C:42]2[CH:47]=[CH:46][CH:45]=[CH:44][CH:43]=2)[C:36]2[CH:41]=[CH:40][CH:39]=[CH:38][CH:37]=2)[CH:30]1[C:54](O)=[O:55])([O:24][C:25]([CH3:28])([CH3:27])[CH3:26])=[O:23]. (2) The reactants are: C([O:4][CH2:5][C:6]1[C:18]2[C:19](=[O:42])[N:20]([C:23]([C:36]3[CH:41]=[CH:40][CH:39]=[CH:38][CH:37]=3)([C:30]3[CH:35]=[CH:34][CH:33]=[CH:32][CH:31]=3)[C:24]3[CH:29]=[CH:28][CH:27]=[CH:26][CH:25]=3)[C:21](=[O:22])[C:17]=2[C:16]2[C:15]3[CH:14]=[CH:13][CH:12]=[CH:11][C:10]=3[NH:9][C:8]=2[CH:7]=1)(=O)C.C(=O)([O-])[O-].[K+].[K+].C(C1C(=O)C(Cl)=C(Cl)C(=O)C=1C#N)#N. Given the product [O:22]=[C:21]1[C:17]2[C:16]3[C:15]4[CH:14]=[CH:13][CH:12]=[CH:11][C:10]=4[NH:9][C:8]=3[CH:7]=[C:6]([CH:5]=[O:4])[C:18]=2[C:19](=[O:42])[N:20]1[C:23]([C:36]1[CH:41]=[CH:40][CH:39]=[CH:38][CH:37]=1)([C:24]1[CH:25]=[CH:26][CH:27]=[CH:28][CH:29]=1)[C:30]1[CH:35]=[CH:34][CH:33]=[CH:32][CH:31]=1, predict the reactants needed to synthesize it.